The task is: Regression. Given a peptide amino acid sequence and an MHC pseudo amino acid sequence, predict their binding affinity value. This is MHC class I binding data.. This data is from Peptide-MHC class I binding affinity with 185,985 pairs from IEDB/IMGT. (1) The peptide sequence is KYQKSAEAI. The MHC is H-2-Dd with pseudo-sequence H-2-Dd. The binding affinity (normalized) is 0. (2) The peptide sequence is SDVTNRLEI. The MHC is H-2-Kb with pseudo-sequence H-2-Kb. The binding affinity (normalized) is 0. (3) The peptide sequence is VTENKKIQY. The binding affinity (normalized) is 0.0847. The MHC is HLA-A02:16 with pseudo-sequence HLA-A02:16. (4) The peptide sequence is TWEAWWTEYW. The MHC is HLA-B53:01 with pseudo-sequence HLA-B53:01. The binding affinity (normalized) is 0.399. (5) The binding affinity (normalized) is 0.702. The MHC is HLA-B44:03 with pseudo-sequence HLA-B44:03. The peptide sequence is SEYDYVIFT. (6) The peptide sequence is AADKAAAAY. The MHC is HLA-A11:01 with pseudo-sequence HLA-A11:01. The binding affinity (normalized) is 0.149. (7) The peptide sequence is TLMSIISTFH. The MHC is HLA-A31:01 with pseudo-sequence HLA-A31:01. The binding affinity (normalized) is 0.161. (8) The peptide sequence is LLHSTYFPCF. The MHC is Mamu-B01 with pseudo-sequence Mamu-B01. The binding affinity (normalized) is 0. (9) The MHC is HLA-B08:01 with pseudo-sequence HLA-B08:01. The binding affinity (normalized) is 0. The peptide sequence is RGCLRIQSL. (10) The peptide sequence is WVKKGGHVT. The MHC is HLA-A68:02 with pseudo-sequence HLA-A68:02. The binding affinity (normalized) is 0.0252.